From a dataset of Full USPTO retrosynthesis dataset with 1.9M reactions from patents (1976-2016). Predict the reactants needed to synthesize the given product. (1) Given the product [C:8]1([S:14]([C:17]2[CH:6]=[C:5]([CH3:7])[CH:4]=[C:2]([CH3:3])[N:18]=2)(=[O:15])=[O:16])[CH:9]=[CH:10][CH:11]=[CH:12][CH:13]=1, predict the reactants needed to synthesize it. The reactants are: O=[C:2]([CH:4]=[C:5]([CH3:7])[CH3:6])[CH3:3].[C:8]1([S:14]([C:17]#[N:18])(=[O:16])=[O:15])[CH:13]=[CH:12][CH:11]=[CH:10][CH:9]=1.C1(C)C=CC=CC=1.B(OCCCC)(OCCCC)OCCCC. (2) Given the product [CH2:20]=[CH:21][C:22]1[CH:27]=[CH:26][CH:25]=[CH:24][CH:23]=1.[CH2:28]([O:32][C:33](=[O:36])[CH:34]=[CH2:35])[CH2:29][CH2:30][CH3:31], predict the reactants needed to synthesize it. The reactants are: C1(=O)OC(=O)C=C1.CC(N=NC(C#N)(C)C)(C#N)C.[CH2:20]=[CH:21][C:22]1[CH:27]=[CH:26][CH:25]=[CH:24][CH:23]=1.[CH2:28]([O:32][C:33](=[O:36])[CH:34]=[CH2:35])[CH2:29][CH2:30][CH3:31].